From a dataset of Forward reaction prediction with 1.9M reactions from USPTO patents (1976-2016). Predict the product of the given reaction. (1) Given the reactants C(OC([NH:8][C@@H:9]1[C@H:14]([NH:15][C:16]2[N:21]=[C:20]([C:22]3[S:26][N:25]=[C:24]([CH:27]4[CH2:29][CH2:28]4)[CH:23]=3)[C:19]3[C:30](=[O:40])[N:31](C(OC(C)(C)C)=O)[CH2:32][C:18]=3[C:17]=2[F:41])[CH2:13][CH2:12][O:11][CH2:10]1)=O)(C)(C)C.Cl.O1CCOCC1.CCO, predict the reaction product. The product is: [NH2:8][C@@H:9]1[C@H:14]([NH:15][C:16]2[N:21]=[C:20]([C:22]3[S:26][N:25]=[C:24]([CH:27]4[CH2:29][CH2:28]4)[CH:23]=3)[C:19]3[C:30](=[O:40])[NH:31][CH2:32][C:18]=3[C:17]=2[F:41])[CH2:13][CH2:12][O:11][CH2:10]1. (2) Given the reactants [C:1]([N:4]1[C:13]2[C:8](=[CH:9][C:10]([C:14]3[CH:22]=[CH:21][C:17]([C:18]([O-:20])=[O:19])=[CH:16][CH:15]=3)=[CH:11][CH:12]=2)[C@H:7]([NH:23][C:24]2[CH:29]=[CH:28][CH:27]=[CH:26][N:25]=2)[CH2:6][C@@H:5]1[CH3:30])(=[O:3])[CH3:2].[Li+].CN(C(ON1N=NC2C=CC=NC1=2)=[N+](C)C)C.F[P-](F)(F)(F)(F)F.CCN(C(C)C)C(C)C.[NH:65]1[CH2:70][CH2:69][O:68][CH2:67][CH2:66]1, predict the reaction product. The product is: [CH:18]([OH:20])=[O:19].[CH3:30][C@H:5]1[CH2:6][C@@H:7]([NH:23][C:24]2[CH:29]=[CH:28][CH:27]=[CH:26][N:25]=2)[C:8]2[C:13](=[CH:12][CH:11]=[C:10]([C:14]3[CH:22]=[CH:21][C:17]([C:18]([N:65]4[CH2:70][CH2:69][O:68][CH2:67][CH2:66]4)=[O:20])=[CH:16][CH:15]=3)[CH:9]=2)[N:4]1[C:1](=[O:3])[CH3:2]. (3) Given the reactants [CH2:1]([C:12]1[N:16]=[C:15]([C:17]2[CH:18]=[C:19]([CH:22]=[CH:23][CH:24]=2)[CH:20]=O)[O:14][N:13]=1)[CH2:2][CH2:3][CH2:4][CH2:5][CH2:6][CH2:7][CH2:8][CH2:9][CH2:10][CH3:11].[S:25]1[C:29]2[CH:30]=[CH:31][CH:32]=[CH:33][C:28]=2[C:27]([CH2:34][NH2:35])=[CH:26]1, predict the reaction product. The product is: [S:25]1[C:29]2[CH:30]=[CH:31][CH:32]=[CH:33][C:28]=2[C:27]([CH2:34][NH:35][CH2:20][C:19]2[CH:22]=[CH:23][CH:24]=[C:17]([C:15]3[O:14][N:13]=[C:12]([CH2:1][CH2:2][CH2:3][CH2:4][CH2:5][CH2:6][CH2:7][CH2:8][CH2:9][CH2:10][CH3:11])[N:16]=3)[CH:18]=2)=[CH:26]1. (4) Given the reactants O[CH:2]([C:4]1[CH:9]=[CH:8][C:7]([C@H:10]([NH:12][S:13]([CH3:16])(=[O:15])=[O:14])[CH3:11])=[CH:6][CH:5]=1)[CH3:3].Cl.ClC1C=CC=CC=1C1OCCN(CC2C=CC([C@H](NS(C)(=O)=O)C(F)(F)F)=CC=2)C1.C(Br)(=O)C.Cl.[F:53][C:54]1[CH:59]=[CH:58][C:57]([C@@H:60]2[O:65][CH2:64][CH2:63][NH:62][CH2:61]2)=[CH:56][CH:55]=1.C([O-])([O-])=O.[K+].[K+], predict the reaction product. The product is: [F:53][C:54]1[CH:55]=[CH:56][C:57]([C@@H:60]2[O:65][CH2:64][CH2:63][N:62]([CH:2]([C:4]3[CH:9]=[CH:8][C:7]([C@H:10]([NH:12][S:13]([CH3:16])(=[O:15])=[O:14])[CH3:11])=[CH:6][CH:5]=3)[CH3:3])[CH2:61]2)=[CH:58][CH:59]=1. (5) The product is: [CH2:16]([C:17]1[S:6][N:5]=[C:4]([C:7]([O:9][CH2:20][CH3:21])=[O:8])[CH:18]=1)[C:10]1[CH:15]=[CH:14][CH:13]=[CH:12][CH:11]=1. Given the reactants O=C1[S:6][N:5]=[C:4]([C:7]([O-:9])=[O:8])O1.[C:10]1([CH2:16][C:17]#[CH:18])[CH:15]=[CH:14][CH:13]=[CH:12][CH:11]=1.Cl[C:20]1C=CC=C[C:21]=1Cl, predict the reaction product. (6) Given the reactants [Br:1][C:2]1[CH:8]=[C:7]([Cl:9])[CH:6]=[CH:5][C:3]=1[NH2:4].C[Si]([N-][Si](C)(C)C)(C)C.[Na+].[C:20](O[C:20]([O:22][C:23]([CH3:26])([CH3:25])[CH3:24])=[O:21])([O:22][C:23]([CH3:26])([CH3:25])[CH3:24])=[O:21], predict the reaction product. The product is: [Br:1][C:2]1[CH:8]=[C:7]([Cl:9])[CH:6]=[CH:5][C:3]=1[NH:4][C:20](=[O:21])[O:22][C:23]([CH3:26])([CH3:25])[CH3:24].